From a dataset of Forward reaction prediction with 1.9M reactions from USPTO patents (1976-2016). Predict the product of the given reaction. (1) Given the reactants [CH3:1][O:2][C:3]1[CH:4]=[C:5]([CH:13]([CH3:20])[CH2:14][C:15]([O:17]CC)=[O:16])[CH:6]=[CH:7][C:8]=1[O:9][CH2:10][C:11]#[CH:12].[OH-].[Li+].O1CCCC1, predict the reaction product. The product is: [CH3:1][O:2][C:3]1[CH:4]=[C:5]([CH:13]([CH3:20])[CH2:14][C:15]([OH:17])=[O:16])[CH:6]=[CH:7][C:8]=1[O:9][CH2:10][C:11]#[CH:12]. (2) Given the reactants FC(F)(F)S([O-])(=O)=O.[CH2:9]([O:12][N:13]([C@@H:36]([C:38]([O:40][CH2:41][C:42]1[CH:47]=[CH:46][CH:45]=[CH:44][CH:43]=1)=[O:39])[CH3:37])[C:14]([CH2:16][P+](C1C=CC=CC=1)(C1C=CC=CC=1)C1C=CC=CC=1)=[O:15])[CH:10]=C.O=[O+][O-].S(C)C.C([O-])([O-])=O.[K+].[K+], predict the reaction product. The product is: [CH2:41]([O:40][C:38](=[O:39])[C@H:36]([N:13]1[C:14](=[O:15])[CH:16]=[CH:10][CH2:9][O:12]1)[CH3:37])[C:42]1[CH:47]=[CH:46][CH:45]=[CH:44][CH:43]=1. (3) Given the reactants [CH2:1]([N:3]([C:29](=O)[C:30]1[CH:35]=[CH:34][C:33]([OH:36])=[CH:32][CH:31]=1)[C:4]1[CH:9]=[C:8]([O:10][CH3:11])[CH:7]=[CH:6][C:5]=1[CH:12]1[CH2:21][CH2:20][C:19]2[CH:18]=[C:17]([O:22]C(=O)C(C)(C)C)[CH:16]=[CH:15][C:14]=2[CH2:13]1)[CH3:2].Cl[CH2:39][C:40]([N:42]1[CH2:47][CH2:46][N:45]([CH2:48][CH3:49])[CH2:44][CH2:43]1)=O, predict the reaction product. The product is: [CH2:1]([N:3]([CH2:29][C:30]1[CH:31]=[CH:32][C:33]([O:36][CH2:39][CH2:40][N:42]2[CH2:47][CH2:46][N:45]([CH2:48][CH3:49])[CH2:44][CH2:43]2)=[CH:34][CH:35]=1)[C:4]1[CH:9]=[C:8]([O:10][CH3:11])[CH:7]=[CH:6][C:5]=1[CH:12]1[CH2:21][CH2:20][C:19]2[CH:18]=[C:17]([OH:22])[CH:16]=[CH:15][C:14]=2[CH2:13]1)[CH3:2]. (4) Given the reactants [Br:1][C:2]1[CH:11]=[CH:10][C:5]([C:6]([O:8]C)=O)=[C:4]([CH2:12]Br)[CH:3]=1.[NH2:14][C:15]([CH3:23])([CH3:22])[CH2:16][C:17]([O:19][CH2:20][CH3:21])=[O:18].C(N(CC)CC)C, predict the reaction product. The product is: [Br:1][C:2]1[CH:3]=[C:4]2[C:5](=[CH:10][CH:11]=1)[C:6](=[O:8])[N:14]([C:15]([CH3:23])([CH3:22])[CH2:16][C:17]([O:19][CH2:20][CH3:21])=[O:18])[CH2:12]2. (5) Given the reactants [CH2:1]([O:3][C:4](=[O:26])[C:5]1[CH:10]=[C:9]([F:11])[C:8]([N:12]2[CH2:16][CH2:15][CH:14]([NH:17][C:18]([O:20][C:21]([CH3:24])([CH3:23])[CH3:22])=[O:19])[CH2:13]2)=[CH:7][C:6]=1F)[CH3:2].[CH:27]([NH2:30])([CH3:29])[CH3:28], predict the reaction product. The product is: [CH2:1]([O:3][C:4](=[O:26])[C:5]1[CH:10]=[C:9]([F:11])[C:8]([N:12]2[CH2:16][CH2:15][CH:14]([NH:17][C:18]([O:20][C:21]([CH3:24])([CH3:23])[CH3:22])=[O:19])[CH2:13]2)=[CH:7][C:6]=1[NH:30][CH:27]([CH3:29])[CH3:28])[CH3:2]. (6) The product is: [F:22][C:23]1[CH:28]=[N:27][C:26]2[C:25](=[N:31][N:30]3[C:6]([CH:8]4[CH2:9][CH2:10][N:11]([C:14]([O:16][C:17]([CH3:18])([CH3:19])[CH3:20])=[O:15])[CH2:12][CH2:13]4)=[CH:5][C:4](=[O:21])[NH:32][C:29]3=2)[CH:24]=1. Given the reactants C(O[C:4](=[O:21])[CH2:5][C:6]([CH:8]1[CH2:13][CH2:12][N:11]([C:14]([O:16][C:17]([CH3:20])([CH3:19])[CH3:18])=[O:15])[CH2:10][CH2:9]1)=O)C.[F:22][C:23]1[CH:24]=[C:25]2[NH:31][N:30]=[C:29]([NH2:32])[C:26]2=[N:27][CH:28]=1.P([O-])([O-])([O-])=O.[K+].[K+].[K+], predict the reaction product. (7) Given the reactants [CH3:1][NH:2][C:3]1[CH:8]=[CH:7][CH:6]=[CH:5][CH:4]=1.F[C:10]1[CH:18]=[CH:17][CH:16]=[CH:15][C:11]=1[C:12]([OH:14])=[O:13].[NH2-].[Li+], predict the reaction product. The product is: [CH3:1][N:2]([C:10]1[CH:18]=[CH:17][CH:16]=[CH:15][C:11]=1[C:12]([OH:14])=[O:13])[C:3]1[CH:8]=[CH:7][CH:6]=[CH:5][CH:4]=1. (8) Given the reactants [N+:1]([C:4]1[CH:21]=[CH:20][C:7]([O:8][C:9]2[C:18]3[C:13](=[CH:14][C:15]([OH:19])=[CH:16][CH:17]=3)[N:12]=[CH:11][CH:10]=2)=[CH:6][CH:5]=1)([O-:3])=[O:2].[OH-].[Na+].[CH3:24][C@@H:25]1[CH2:27][O:26]1, predict the reaction product. The product is: [N+:1]([C:4]1[CH:21]=[CH:20][C:7]([O:8][C:9]2[C:18]3[C:13](=[CH:14][C:15]([O:19][CH2:24][C@H:25]([OH:26])[CH3:27])=[CH:16][CH:17]=3)[N:12]=[CH:11][CH:10]=2)=[CH:6][CH:5]=1)([O-:3])=[O:2].